Predict the product of the given reaction. From a dataset of Forward reaction prediction with 1.9M reactions from USPTO patents (1976-2016). (1) Given the reactants [CH3:1][C:2](=[O:5])[CH:3]=[CH2:4].[Cl:6][C:7]1[CH:12]=[C:11]([Cl:13])[CH:10]=[C:9]([Cl:14])[C:8]=1I.C(=O)([O-])O.[Na+], predict the reaction product. The product is: [Cl:6][C:7]1[CH:12]=[C:11]([Cl:13])[CH:10]=[C:9]([Cl:14])[C:8]=1/[CH:4]=[CH:3]/[C:2](=[O:5])[CH3:1]. (2) The product is: [C:13]([C:15]1[CH:20]=[CH:19][C:18]([N:21]=[C:22]2[NH:8][C@@H:3]([CH2:4][CH:5]([CH3:7])[CH3:6])[CH2:2][S:23]2)=[C:17]([CH2:24][CH3:25])[CH:16]=1)#[N:14]. Given the reactants O[CH2:2][C@@H:3]([NH2:8])[CH2:4][CH:5]([CH3:7])[CH3:6].O=S(Cl)Cl.[C:13]([C:15]1[CH:20]=[CH:19][C:18]([N:21]=[C:22]=[S:23])=[C:17]([CH2:24][CH3:25])[CH:16]=1)#[N:14], predict the reaction product. (3) The product is: [N:10]1[S:11][N:12]=[C:13]2[CH:18]=[C:17]([C:19]([N:4]3[CH2:9][CH2:8][CH2:7][CH2:6][CH2:5]3)=[O:20])[CH:16]=[CH:15][C:14]=12. Given the reactants ClCCl.[NH:4]1[CH2:9][CH2:8][CH2:7][CH2:6][CH2:5]1.[N:10]1[S:11][N:12]=[C:13]2[CH:18]=[C:17]([C:19](OC)=[O:20])[CH:16]=[CH:15][C:14]=12, predict the reaction product. (4) Given the reactants Cl.[CH3:2][O:3][C:4](=[O:15])[C@H:5]([CH2:7][C:8]1[CH:13]=[CH:12][C:11]([OH:14])=[CH:10][CH:9]=1)[NH2:6].C(N(CC)CC)C.Cl.[C:24](Cl)(=[O:36])[CH2:25][CH2:26][CH2:27][CH2:28][CH2:29][CH2:30][CH2:31][CH2:32][CH2:33][CH2:34][CH3:35], predict the reaction product. The product is: [C:24]([NH:6][C@@H:5]([CH2:7][C:8]1[CH:9]=[CH:10][C:11]([OH:14])=[CH:12][CH:13]=1)[C:4]([O:3][CH3:2])=[O:15])(=[O:36])[CH2:25][CH2:26][CH2:27][CH2:28][CH2:29][CH2:30][CH2:31][CH2:32][CH2:33][CH2:34][CH3:35]. (5) Given the reactants C(N(CC)C(C)C)(C)C.[CH3:10][O:11][CH2:12]Cl.ClCCl.[F:17][C:18]1[CH:19]=[CH:20][C:21]([OH:28])=[C:22]([CH:27]=1)[C:23]([O:25][CH3:26])=[O:24], predict the reaction product. The product is: [F:17][C:18]1[CH:19]=[CH:20][C:21]([O:28][CH2:10][O:11][CH3:12])=[C:22]([CH:27]=1)[C:23]([O:25][CH3:26])=[O:24]. (6) Given the reactants C([O:3][C:4]([C:6]1([NH:15][CH2:16][C:17]2[CH:22]=[CH:21][CH:20]=[C:19]([CH3:23])[C:18]=2[O:24][CH:25]([CH3:27])[CH3:26])[CH2:14][C:13]2[C:8](=[CH:9][CH:10]=[CH:11][CH:12]=2)[CH2:7]1)=[O:5])C.O1CCOCC1.CO, predict the reaction product. The product is: [CH:25]([O:24][C:18]1[C:19]([CH3:23])=[CH:20][CH:21]=[CH:22][C:17]=1[CH2:16][NH:15][C:6]1([C:4]([OH:5])=[O:3])[CH2:14][C:13]2[C:8](=[CH:9][CH:10]=[CH:11][CH:12]=2)[CH2:7]1)([CH3:27])[CH3:26]. (7) Given the reactants [CH:1]1([C@H:7]([NH:12][C:13]([C:15]2[S:16][C:17]([C:32]3[CH:37]=[CH:36][C:35]([O:38][CH3:39])=[CH:34][CH:33]=3)=[CH:18][C:19]=2[NH:20][C:21]([NH:23][C:24]2[C:29]([Cl:30])=[CH:28][CH:27]=[CH:26][C:25]=2[Cl:31])=[O:22])=[O:14])[C:8]([O:10]C)=[O:9])[CH2:6][CH2:5][CH2:4][CH2:3][CH2:2]1.[OH-].[Li+], predict the reaction product. The product is: [CH:1]1([C@H:7]([NH:12][C:13]([C:15]2[S:16][C:17]([C:32]3[CH:33]=[CH:34][C:35]([O:38][CH3:39])=[CH:36][CH:37]=3)=[CH:18][C:19]=2[NH:20][C:21]([NH:23][C:24]2[C:25]([Cl:31])=[CH:26][CH:27]=[CH:28][C:29]=2[Cl:30])=[O:22])=[O:14])[C:8]([OH:10])=[O:9])[CH2:6][CH2:5][CH2:4][CH2:3][CH2:2]1.